Dataset: Forward reaction prediction with 1.9M reactions from USPTO patents (1976-2016). Task: Predict the product of the given reaction. The product is: [Si:1]([O:8][CH2:9][CH2:10][N:11]1[C:12](=[O:13])[C:14]2[CH:18]=[C:17]([CH2:19][CH3:20])[S:16][C:15]=2[NH:21][C:22]1=[O:26])([C:4]([CH3:7])([CH3:6])[CH3:5])([CH3:3])[CH3:2]. Given the reactants [Si:1]([O:8][CH2:9][CH2:10][NH:11][C:12]([C:14]1[CH:18]=[C:17]([CH2:19][CH3:20])[S:16][C:15]=1[NH:21][C:22](=[O:26])OCC)=[O:13])([C:4]([CH3:7])([CH3:6])[CH3:5])([CH3:3])[CH3:2].CN(C)C=O, predict the reaction product.